Task: Predict the reaction yield, written as a fraction of the theoretical maximum amount of product (1.0 means a 100% yield; for example, 0.34 means a 34% yield).. Dataset: Reaction yield outcomes from USPTO patents with 853,638 reactions (1) The reactants are Br[C:2]1[CH:7]=[CH:6][N:5]=[C:4]2[N:8]([S:19]([C:22]3[CH:27]=[CH:26][CH:25]=[CH:24][CH:23]=3)(=[O:21])=[O:20])[C:9]([C:11]3[CH:12]=[C:13]([CH2:17][OH:18])[CH:14]=[CH:15][CH:16]=3)=[CH:10][C:3]=12.[CH2:28]([N:30]1[CH:34]=[C:33](B2OC(C)(C)C(C)(C)O2)[C:32]([C:44]2[CH:49]=[CH:48][C:47]([N+:50]([O-:52])=[O:51])=[CH:46][CH:45]=2)=[N:31]1)[CH3:29].C([O-])(O)=O.[Na+]. The catalyst is C1C=CC([P]([Pd]([P](C2C=CC=CC=2)(C2C=CC=CC=2)C2C=CC=CC=2)([P](C2C=CC=CC=2)(C2C=CC=CC=2)C2C=CC=CC=2)[P](C2C=CC=CC=2)(C2C=CC=CC=2)C2C=CC=CC=2)(C2C=CC=CC=2)C2C=CC=CC=2)=CC=1.O1CCOCC1. The product is [CH2:28]([N:30]1[CH:34]=[C:33]([C:2]2[CH:7]=[CH:6][N:5]=[C:4]3[N:8]([S:19]([C:22]4[CH:23]=[CH:24][CH:25]=[CH:26][CH:27]=4)(=[O:21])=[O:20])[C:9]([C:11]4[CH:12]=[C:13]([CH2:17][OH:18])[CH:14]=[CH:15][CH:16]=4)=[CH:10][C:3]=23)[C:32]([C:44]2[CH:49]=[CH:48][C:47]([N+:50]([O-:52])=[O:51])=[CH:46][CH:45]=2)=[N:31]1)[CH3:29]. The yield is 0.900. (2) The reactants are [Cl:1][C:2]1[CH:3]=[C:4]([NH:19][S:20]([C:23]2[CH:24]=[N:25][C:26]([Cl:29])=[CH:27][CH:28]=2)(=[O:22])=[O:21])[CH:5]=[CH:6][C:7]=1[S:8][C:9]1[CH:18]=[CH:17][C:16]2[C:11](=[CH:12][CH:13]=[CH:14][CH:15]=2)[CH:10]=1.ClC1C=C(C=CC=1)C(OO)=[O:35]. The catalyst is C(Cl)Cl.CCOC(C)=O. The product is [Cl:1][C:2]1[CH:3]=[C:4]([NH:19][S:20]([C:23]2[CH:24]=[N:25][C:26]([Cl:29])=[CH:27][CH:28]=2)(=[O:22])=[O:21])[CH:5]=[CH:6][C:7]=1[S:8]([C:9]1[CH:18]=[CH:17][C:16]2[C:11](=[CH:12][CH:13]=[CH:14][CH:15]=2)[CH:10]=1)=[O:35]. The yield is 0.300. (3) The reactants are [F:1][C:2]([F:15])([F:14])[C:3]1[CH:8]=[CH:7][C:6]([CH:9](O)[CH2:10][CH2:11][CH3:12])=[CH:5][CH:4]=1.C1(P([N:30]=[N+:31]=[N-:32])(C2C=CC=CC=2)=O)C=CC=CC=1.C1CCN2C(=NCCC2)CC1. The catalyst is C1COCC1.CCOCC.O. The product is [N:30]([CH:9]([C:6]1[CH:7]=[CH:8][C:3]([C:2]([F:15])([F:14])[F:1])=[CH:4][CH:5]=1)[CH2:10][CH2:11][CH3:12])=[N+:31]=[N-:32]. The yield is 0.540. (4) The reactants are N[C:2]1[CH:11]=[CH:10][C:9]2[C:8]([CH3:13])([CH3:12])[CH2:7][CH2:6][C:5]([CH3:15])([CH3:14])[C:4]=2[CH:3]=1.C=O.[C:18]([BH3-])#[N:19].[Na+].[C:22](O)(=O)C. The catalyst is C(#N)C. The product is [CH3:22][N:19]([CH3:18])[C:2]1[CH:11]=[CH:10][C:9]2[C:8]([CH3:13])([CH3:12])[CH2:7][CH2:6][C:5]([CH3:15])([CH3:14])[C:4]=2[CH:3]=1. The yield is 0.700. (5) The reactants are Br[C:2]1[CH:3]=[C:4]2[N:9]([CH:10]=1)[N:8]=[CH:7][N:6]=[C:5]2[N:11]1[CH2:14][CH:13]([C:15]([NH:17][CH2:18][C:19]2[CH:24]=[CH:23][C:22]([CH3:25])=[CH:21][CH:20]=2)=[O:16])[CH2:12]1.[CH:26]([C:28]1[CH:33]=[CH:32][CH:31]=[CH:30][N:29]=1)=[CH2:27].CCN(CC)CC. The catalyst is CC#N.C1C=CC(/C=C/C(/C=C/C2C=CC=CC=2)=O)=CC=1.C1C=CC(/C=C/C(/C=C/C2C=CC=CC=2)=O)=CC=1.C1C=CC(/C=C/C(/C=C/C2C=CC=CC=2)=O)=CC=1.[Pd].[Pd]. The product is [CH3:25][C:22]1[CH:23]=[CH:24][C:19]([CH2:18][NH:17][C:15]([CH:13]2[CH2:14][N:11]([C:5]3[C:4]4=[CH:3][C:2](/[CH:27]=[CH:26]/[C:28]5[CH:33]=[CH:32][CH:31]=[CH:30][N:29]=5)=[CH:10][N:9]4[N:8]=[CH:7][N:6]=3)[CH2:12]2)=[O:16])=[CH:20][CH:21]=1. The yield is 0.141. (6) The reactants are [CH3:1][O:2][C:3]([C:5]1[S:9][C:8]2[CH:10]=[C:11]([F:14])[CH:12]=[CH:13][C:7]=2[C:6]=1[CH:15]1[CH2:20][CH2:19][N:18](C(=O)C)[CH2:17][CH2:16]1)=[O:4].[ClH:24]. The catalyst is CO. The product is [ClH:24].[CH3:1][O:2][C:3]([C:5]1[S:9][C:8]2[CH:10]=[C:11]([F:14])[CH:12]=[CH:13][C:7]=2[C:6]=1[CH:15]1[CH2:20][CH2:19][NH:18][CH2:17][CH2:16]1)=[O:4]. The yield is 0.740. (7) The reactants are [CH2:1]([NH:3][CH2:4][C:5]1[CH:6]=[N:7][CH:8]=[C:9](B2OC(C)(C)C(C)(C)O2)[CH:10]=1)[CH3:2].Br[C:21]1[CH:22]=[C:23]2[C:27](=[C:28]([C:30]([NH2:32])=[O:31])[CH:29]=1)[NH:26][CH:25]=[C:24]2[CH:33]1[CH2:38][CH2:37][N:36]([S:39]([CH2:42][CH3:43])(=[O:41])=[O:40])[CH2:35][CH2:34]1.C(=O)([O-])[O-].[K+].[K+]. No catalyst specified. The product is [CH2:1]([NH:3][CH2:4][C:5]1[CH:10]=[C:9]([C:21]2[CH:22]=[C:23]3[C:27](=[C:28]([C:30]([NH2:32])=[O:31])[CH:29]=2)[NH:26][CH:25]=[C:24]3[CH:33]2[CH2:34][CH2:35][N:36]([S:39]([CH2:42][CH3:43])(=[O:40])=[O:41])[CH2:37][CH2:38]2)[CH:8]=[N:7][CH:6]=1)[CH3:2]. The yield is 0.360. (8) The reactants are [NH2:1][C:2]1[C:3]([C:9]([O:11]C)=O)=[N:4][C:5]([Br:8])=[CH:6][N:7]=1.O.[NH2:14][NH2:15]. The catalyst is C(O)C. The product is [NH2:1][C:2]1[C:3]([C:9]([NH:14][NH2:15])=[O:11])=[N:4][C:5]([Br:8])=[CH:6][N:7]=1. The yield is 0.940.